From a dataset of Reaction yield outcomes from USPTO patents with 853,638 reactions. Predict the reaction yield, written as a fraction of the theoretical maximum amount of product (1.0 means a 100% yield; for example, 0.34 means a 34% yield). (1) The reactants are [C:1]([N:4]1[C:13]2[C:8](=[CH:9][C:10](Br)=[CH:11][CH:12]=2)[C@H:7]([NH:15][C:16](=[O:22])[O:17][C:18]([CH3:21])([CH3:20])[CH3:19])[CH2:6][C@@H:5]1[CH3:23])(=[O:3])[CH3:2].C(N(CC)CC)C.[C:31]([Si:33]([CH3:36])([CH3:35])[CH3:34])#[CH:32]. The catalyst is [Cu]I.Cl[Pd](Cl)([P](C1C=CC=CC=1)(C1C=CC=CC=1)C1C=CC=CC=1)[P](C1C=CC=CC=1)(C1C=CC=CC=1)C1C=CC=CC=1.CN(C)C=O. The product is [C:1]([N:4]1[C:13]2[C:8](=[CH:9][C:10]([C:32]#[C:31][Si:33]([CH3:36])([CH3:35])[CH3:34])=[CH:11][CH:12]=2)[C@H:7]([NH:15][C:16](=[O:22])[O:17][C:18]([CH3:21])([CH3:20])[CH3:19])[CH2:6][C@@H:5]1[CH3:23])(=[O:3])[CH3:2]. The yield is 0.810. (2) The reactants are COC1C=CC(C(C2C=CC(OC)=C(OC)C=2)O)=CC=1[N+]([O-])=O.[CH3:24][O:25][C:26]1[CH:27]=[C:28](Br)[CH:29]=[C:30]([O:34][CH3:35])[C:31]=1[O:32][CH3:33].[Mg].[CH3:38][O:39][C:40]1[CH:41]=[CH:42][C:43]([N+:48]([O-:50])=[O:49])=[C:44]([CH:47]=1)[CH:45]=[O:46]. No catalyst specified. The product is [CH3:38][O:39][C:40]1[CH:41]=[CH:42][C:43]([N+:48]([O-:50])=[O:49])=[C:44]([CH:45]([C:28]2[CH:27]=[C:26]([O:25][CH3:24])[C:31]([O:32][CH3:33])=[C:30]([O:34][CH3:35])[CH:29]=2)[OH:46])[CH:47]=1. The yield is 0.530.